This data is from Peptide-MHC class II binding affinity with 134,281 pairs from IEDB. The task is: Regression. Given a peptide amino acid sequence and an MHC pseudo amino acid sequence, predict their binding affinity value. This is MHC class II binding data. (1) The peptide sequence is KLITFNVHNRYASNIVESAY. The MHC is DRB1_1501 with pseudo-sequence DRB1_1501. The binding affinity (normalized) is 0.851. (2) The peptide sequence is VIDWLVSNQSVRNRQEGLY. The MHC is DRB1_0301 with pseudo-sequence DRB1_0301. The binding affinity (normalized) is 0.661. (3) The peptide sequence is RLNDTWKLERAVLGEVK. The MHC is DRB1_1101 with pseudo-sequence DRB1_1101. The binding affinity (normalized) is 0.367. (4) The peptide sequence is LAYQKDALLSQVHPR. The MHC is DRB1_0101 with pseudo-sequence DRB1_0101. The binding affinity (normalized) is 0.656.